From a dataset of Full USPTO retrosynthesis dataset with 1.9M reactions from patents (1976-2016). Predict the reactants needed to synthesize the given product. (1) Given the product [F:31][C:30]([F:33])([F:32])[S:27]([O:19][C:13]1[CH2:18][CH2:17][CH2:16][CH2:15][CH:14]=1)(=[O:29])=[O:28], predict the reactants needed to synthesize it. The reactants are: C([Li])CCC.C(NC(C)C)(C)C.[C:13]1(=[O:19])[CH2:18][CH2:17][CH2:16][CH2:15][CH2:14]1.C1C=CC(N([S:27]([C:30]([F:33])([F:32])[F:31])(=[O:29])=[O:28])[S:27]([C:30]([F:33])([F:32])[F:31])(=[O:29])=[O:28])=CC=1. (2) Given the product [Br:1][C:2]1[CH:3]=[CH:4][C:5]([O:20][CH3:21])=[C:6]([CH2:8][CH2:9][C:10]2[C:18]([F:19])=[CH:17][CH:16]=[CH:15][C:11]=2[C:12]([Cl:24])=[O:13])[CH:7]=1, predict the reactants needed to synthesize it. The reactants are: [Br:1][C:2]1[CH:3]=[CH:4][C:5]([O:20][CH3:21])=[C:6]([CH2:8][CH2:9][C:10]2[C:18]([F:19])=[CH:17][CH:16]=[CH:15][C:11]=2[C:12](O)=[O:13])[CH:7]=1.S(Cl)([Cl:24])=O. (3) Given the product [N+:21](=[C:28]1[C:29](=[O:31])[CH2:30][CH:25]([CH3:24])[CH2:26][C:27]1=[O:32])=[N-:22], predict the reactants needed to synthesize it. The reactants are: C(N(CC)CC)C.C(NC1C=CC(S([N:21]=[N+:22]=[N-])(=O)=O)=CC=1)(=O)C.[CH3:24][CH:25]1[CH2:30][C:29](=[O:31])[CH2:28][C:27](=[O:32])[CH2:26]1. (4) Given the product [O:6]1[CH:7]=[CH:8][CH2:9][CH2:10][CH:5]1[CH2:4][O:3][CH2:14][C:15]([O:17][CH2:18][CH3:19])=[O:16], predict the reactants needed to synthesize it. The reactants are: [H-].[Na+].[OH:3][CH2:4][CH:5]1[CH2:10][CH2:9][CH:8]=[CH:7][O:6]1.[H][H].Br[CH2:14][C:15]([O:17][CH2:18][CH3:19])=[O:16]. (5) Given the product [O:7]1[C:8]2=[CH:13][CH:12]=[CH:11][C:10]([OH:14])=[C:9]2[CH2:5][CH2:6]1, predict the reactants needed to synthesize it. The reactants are: C(O[C:5]1[C:9]2[C:10]([O:14]C(=O)C)=[CH:11][CH:12]=[CH:13][C:8]=2[O:7][CH:6]=1)(=O)C. (6) Given the product [ClH:1].[F:8][C:9]1[CH:10]=[CH:11][C:12]2[CH2:18][O:17][C:16]3[CH:19]=[CH:20][CH:21]=[CH:22][C:15]=3[N:14]([CH2:23][C@H:24]3[CH2:29][CH2:28][CH2:27][CH2:26][N:25]3[CH2:30][CH2:31][C:32]3[CH:37]=[CH:36][C:35]([O:38][CH3:39])=[CH:34][CH:33]=3)[C:13]=2[CH:40]=1, predict the reactants needed to synthesize it. The reactants are: [ClH:1].O1CCOCC1.[F:8][C:9]1[CH:10]=[CH:11][C:12]2[CH2:18][O:17][C:16]3[CH:19]=[CH:20][CH:21]=[CH:22][C:15]=3[N:14]([CH2:23][C@H:24]3[CH2:29][CH2:28][CH2:27][CH2:26][N:25]3[CH2:30][CH2:31][C:32]3[CH:37]=[CH:36][C:35]([O:38][CH3:39])=[CH:34][CH:33]=3)[C:13]=2[CH:40]=1.